From a dataset of Full USPTO retrosynthesis dataset with 1.9M reactions from patents (1976-2016). Predict the reactants needed to synthesize the given product. (1) Given the product [CH3:29][O:30][C:31]1[CH:32]=[C:33]([CH:36]=[CH:37][CH:38]=1)[CH2:34][N:11]([CH2:12][C:13]1[CH:14]=[CH:15][C:16]([C:17]([O:19][CH3:20])=[O:18])=[CH:21][CH:22]=1)[S:8]([C:5]1[CH:6]=[CH:7][C:2]([Cl:1])=[CH:3][CH:4]=1)(=[O:10])=[O:9], predict the reactants needed to synthesize it. The reactants are: [Cl:1][C:2]1[CH:7]=[CH:6][C:5]([S:8]([NH:11][CH2:12][C:13]2[CH:22]=[CH:21][C:16]([C:17]([O:19][CH3:20])=[O:18])=[CH:15][CH:14]=2)(=[O:10])=[O:9])=[CH:4][CH:3]=1.C(=O)([O-])[O-].[K+].[K+].[CH3:29][O:30][C:31]1[CH:32]=[C:33]([CH:36]=[CH:37][CH:38]=1)[CH2:34]Br. (2) Given the product [C:21]([C:18]1[CH:17]=[CH:16][C:15]([C:8]2[C:9]3[C:14](=[CH:13][CH:12]=[CH:11][CH:10]=3)[N:6]([CH2:5][C:4]3[CH:30]=[CH:31][CH:32]=[C:2]([N:33]4[CH2:38][CH2:37][S:36][CH2:35][CH2:34]4)[CH:3]=3)[C:7]=2[C:25]([O:27][CH2:28][CH3:29])=[O:26])=[CH:20][CH:19]=1)([CH3:24])([CH3:22])[CH3:23], predict the reactants needed to synthesize it. The reactants are: Br[C:2]1[CH:3]=[C:4]([CH:30]=[CH:31][CH:32]=1)[CH2:5][N:6]1[C:14]2[C:9](=[CH:10][CH:11]=[CH:12][CH:13]=2)[C:8]([C:15]2[CH:20]=[CH:19][C:18]([C:21]([CH3:24])([CH3:23])[CH3:22])=[CH:17][CH:16]=2)=[C:7]1[C:25]([O:27][CH2:28][CH3:29])=[O:26].[NH:33]1[CH2:38][CH2:37][S:36][CH2:35][CH2:34]1.CC([O-])(C)C.[Na+].CC(CN1P2N(CC(C)C)CCN(CCN2CC(C)C)CC1)C. (3) Given the product [Cl:9][C:10]1[CH:15]=[CH:14][CH:13]=[CH:12][C:11]=1[C:2]1[CH:7]=[CH:6][C:5]([OH:8])=[CH:4][CH:3]=1, predict the reactants needed to synthesize it. The reactants are: Br[C:2]1[CH:7]=[CH:6][C:5]([OH:8])=[CH:4][CH:3]=1.[Cl:9][C:10]1[CH:15]=[CH:14][CH:13]=[CH:12][C:11]=1B(O)O.C(=O)([O-])[O-].[K+].[K+]. (4) Given the product [CH:1]1([C:4]2[NH:8][C:7]3[CH:16]=[C:17]([C:27]4[C:28]([CH3:33])=[N:29][O:30][C:31]=4[CH3:32])[CH:18]=[C:19]([C:20]([C:39]4[CH:38]=[CH:37][CH:36]=[C:35]([CH3:34])[N:40]=4)([CH:21]4[CH2:25][CH2:24][CH2:23][O:22]4)[OH:26])[C:6]=3[N:5]=2)[CH2:3][CH2:2]1, predict the reactants needed to synthesize it. The reactants are: [CH:1]1([C:4]2[N:8](C(OC(C)(C)C)=O)[C:7]3[CH:16]=[C:17]([C:27]4[C:28]([CH3:33])=[N:29][O:30][C:31]=4[CH3:32])[CH:18]=[C:19]([CH:20]([OH:26])[CH:21]4[CH2:25][CH2:24][CH2:23][O:22]4)[C:6]=3[N:5]=2)[CH2:3][CH2:2]1.[CH3:34][C:35]1[N:40]=[C:39]([Mg]Br)[CH:38]=[CH:37][CH:36]=1. (5) Given the product [CH3:21][C@@:5]1([CH2:4][NH2:1])[O:10][C:9]2[C:11]([C:15]3[CH:16]=[CH:17][CH:18]=[CH:19][CH:20]=3)=[CH:12][CH:13]=[CH:14][C:8]=2[O:7][CH2:6]1, predict the reactants needed to synthesize it. The reactants are: [N:1]([CH2:4][C@:5]1([CH3:21])[O:10][C:9]2[C:11]([C:15]3[CH:20]=[CH:19][CH:18]=[CH:17][CH:16]=3)=[CH:12][CH:13]=[CH:14][C:8]=2[O:7][CH2:6]1)=[N+]=[N-].C1(P(C2C=CC=CC=2)C2C=CC=CC=2)C=CC=CC=1.O.C(O)(=O)/C=C/C(O)=O. (6) Given the product [CH:8]1([N:14]([CH2:33][C:34]2[CH:39]=[CH:38][C:37]([N:40]3[CH:44]=[C:43]([C:45]([F:48])([F:46])[F:47])[CH:42]=[N:41]3)=[CH:3][CH:2]=2)[C:15]2[N:32]=[CH:31][CH:30]=[CH:29][C:16]=2[C:17]([NH:19][CH2:20][CH2:21][C:22]([OH:24])=[O:23])=[O:18])[CH2:9][CH2:10][CH2:11][CH2:12][CH2:13]1, predict the reactants needed to synthesize it. The reactants are: F[C:2](F)(F)[C:3](O)=O.[CH:8]1([N:14]([CH2:33][C:34]2C=N[C:37]([N:40]3[CH:44]=[C:43]([C:45]([F:48])([F:47])[F:46])[CH:42]=[N:41]3)=[CH:38][CH:39]=2)[C:15]2[N:32]=[CH:31][CH:30]=[CH:29][C:16]=2[C:17]([NH:19][CH2:20][CH2:21][C:22]([O:24]C(C)(C)C)=[O:23])=[O:18])[CH2:13][CH2:12][CH2:11][CH2:10][CH2:9]1. (7) Given the product [C:16]([Si:20]([CH3:22])([CH3:21])[O:10][C:6]1[CH:5]=[C:4]2[C:9](=[CH:8][CH:7]=1)[NH:1][N:2]=[CH:3]2)([CH3:19])([CH3:18])[CH3:17], predict the reactants needed to synthesize it. The reactants are: [NH:1]1[C:9]2[C:4](=[CH:5][C:6]([OH:10])=[CH:7][CH:8]=2)[CH:3]=[N:2]1.N1C=CN=C1.[C:16]([Si:20](Cl)([CH3:22])[CH3:21])([CH3:19])([CH3:18])[CH3:17]. (8) The reactants are: [F:1][B:2]([O:4][C:5](C1C(=O)C2C(=C(OCF)C(F)=C(F)C=2)N(C2CC2)C=1)=[O:6])[F:3].[CH:26]1([N:29]2[C:38]3[C:33](=[CH:34][C:35]([F:45])=[C:36]([F:44])[C:37]=3[O:39][C:40]([F:43])([F:42])[F:41])[C:32](=[O:46])[CH:31]=[C:30]2C(O)=O)[CH2:28][CH2:27]1. Given the product [F:1][B:2]([O:4][C:5]([C:31]1[C:32](=[O:46])[C:33]2[C:38](=[C:37]([O:39][C:40]([F:42])([F:43])[F:41])[C:36]([F:44])=[C:35]([F:45])[CH:34]=2)[N:29]([CH:26]2[CH2:27][CH2:28]2)[CH:30]=1)=[O:6])[F:3], predict the reactants needed to synthesize it. (9) Given the product [F:21][C:22]1[CH:30]=[CH:29][C:25]([C:26]([NH:13][CH:8]2[CH2:7][CH2:6][C:5]3[C:10](=[CH:11][CH:12]=[C:3]([O:2][CH3:1])[CH:4]=3)[CH2:9]2)=[O:27])=[CH:24][CH:23]=1, predict the reactants needed to synthesize it. The reactants are: [CH3:1][O:2][C:3]1[CH:4]=[C:5]2[C:10](=[CH:11][CH:12]=1)[CH2:9][CH:8]([NH2:13])[CH2:7][CH2:6]2.C(N(CC)CC)C.[F:21][C:22]1[CH:30]=[CH:29][C:25]([C:26](Cl)=[O:27])=[CH:24][CH:23]=1.O.